From a dataset of Reaction yield outcomes from USPTO patents with 853,638 reactions. Predict the reaction yield, written as a fraction of the theoretical maximum amount of product (1.0 means a 100% yield; for example, 0.34 means a 34% yield). The reactants are [F:1][C:2]1[CH:27]=[C:26]([C:28]([O:30][CH3:31])=[O:29])[CH:25]=[CH:24][C:3]=1[O:4][C@H:5]1[CH2:9][CH2:8][N:7]([CH:10]2[CH2:15][CH2:14][N:13](C(OC(C)(C)C)=O)[CH2:12][CH2:11]2)[C:6]1=[O:23].[ClH:32].C(O)(C)C. The yield is 1.00. The catalyst is CCOC(C)=O. The product is [ClH:32].[F:1][C:2]1[CH:27]=[C:26]([CH:25]=[CH:24][C:3]=1[O:4][C@H:5]1[CH2:9][CH2:8][N:7]([CH:10]2[CH2:15][CH2:14][NH:13][CH2:12][CH2:11]2)[C:6]1=[O:23])[C:28]([O:30][CH3:31])=[O:29].